From a dataset of CYP2C19 inhibition data for predicting drug metabolism from PubChem BioAssay. Regression/Classification. Given a drug SMILES string, predict its absorption, distribution, metabolism, or excretion properties. Task type varies by dataset: regression for continuous measurements (e.g., permeability, clearance, half-life) or binary classification for categorical outcomes (e.g., BBB penetration, CYP inhibition). Dataset: cyp2c19_veith. (1) The drug is C[C@@H](C(=O)Nc1ccc2ccccc2c1)[C@@H]1C[C@@]1(C)[C@@H](NC(=O)c1ccncc1Cl)c1ccccc1. The result is 0 (non-inhibitor). (2) The result is 0 (non-inhibitor). The molecule is N[C@H](C(=O)N[C@@H]1C(=O)N2C(C(=O)O)=C(Cl)CS[C@@H]12)c1ccccc1.O. (3) The compound is CC(C)NC[C@H](O)COc1cccc2[nH]ccc12. The result is 0 (non-inhibitor). (4) The compound is COc1ccc(-n2c(O)c(C(C)=NCCCn3ccnc3)c(=O)[nH]c2=O)cc1. The result is 1 (inhibitor). (5) The drug is O=C1NCCN1c1ncc([N+](=O)[O-])s1. The result is 0 (non-inhibitor).